From a dataset of Forward reaction prediction with 1.9M reactions from USPTO patents (1976-2016). Predict the product of the given reaction. (1) Given the reactants [NH2:1][CH2:2][C:3]#[N:4].Cl[C:6]1[CH:11]=[C:10]([C:12]2[CH:17]=[CH:16][CH:15]=[C:14]([CH3:18])[C:13]=2[CH3:19])[N:9]=[C:8]([NH2:20])[N:7]=1, predict the reaction product. The product is: [NH2:20][C:8]1[N:7]=[C:6]([NH:4][CH2:3][C:2]#[N:1])[CH:11]=[C:10]([C:12]2[CH:17]=[CH:16][CH:15]=[C:14]([CH3:18])[C:13]=2[CH3:19])[N:9]=1. (2) Given the reactants [C:1]1([C:7]2[CH:16]=[C:15]([C:17](O)=[O:18])[C:14]3[C:9](=[CH:10][CH:11]=[CH:12][CH:13]=3)[N:8]=2)[CH:6]=[CH:5][CH:4]=[CH:3][CH:2]=1.[CH3:20][C@H:21]([NH2:28])[C:22]1[CH:27]=[CH:26][CH:25]=[CH:24][CH:23]=1.CCN(C(C)C)C(C)C.CN(C(ON1N=NC2C=CC=CC1=2)=[N+](C)C)C.F[P-](F)(F)(F)(F)F, predict the reaction product. The product is: [C:22]1([CH:21]([NH:28][C:17]([C:15]2[C:14]3[C:9](=[CH:10][CH:11]=[CH:12][CH:13]=3)[N:8]=[C:7]([C:1]3[CH:6]=[CH:5][CH:4]=[CH:3][CH:2]=3)[CH:16]=2)=[O:18])[CH3:20])[CH:27]=[CH:26][CH:25]=[CH:24][CH:23]=1. (3) Given the reactants [CH3:1][O:2][C:3]1[CH:4]=[C:5]([CH:8]=[CH:9][C:10]=1[O:11][CH3:12])[CH2:6][NH2:7].C(N1[C:22](=[O:23])[C:21]2=[CH:24][CH:25]=[CH:26][CH:27]=[C:20]2[C:19]1=[O:28])(OCC)=O, predict the reaction product. The product is: [C:19]1(=[O:28])[N:7]([CH2:6][C:5]2[CH:8]=[CH:9][C:10]([O:11][CH3:12])=[C:3]([O:2][CH3:1])[CH:4]=2)[C:22](=[O:23])[C:21]2=[CH:24][CH:25]=[CH:26][CH:27]=[C:20]12.